Dataset: Peptide-MHC class I binding affinity with 185,985 pairs from IEDB/IMGT. Task: Regression. Given a peptide amino acid sequence and an MHC pseudo amino acid sequence, predict their binding affinity value. This is MHC class I binding data. (1) The peptide sequence is SVITQACPK. The MHC is HLA-B58:01 with pseudo-sequence HLA-B58:01. The binding affinity (normalized) is 0.00543. (2) The peptide sequence is VFTDNSSPPA. The MHC is Patr-A0701 with pseudo-sequence Patr-A0701. The binding affinity (normalized) is 0.128. (3) The peptide sequence is REMGIVDLL. The MHC is HLA-A01:01 with pseudo-sequence HLA-A01:01. The binding affinity (normalized) is 0.0847. (4) The peptide sequence is SPRYIFTML. The MHC is HLA-A02:01 with pseudo-sequence HLA-A02:01. The binding affinity (normalized) is 0.0847. (5) The peptide sequence is ALLLGVFVTL. The MHC is HLA-A02:03 with pseudo-sequence HLA-A02:03. The binding affinity (normalized) is 0.514. (6) The peptide sequence is FFSPFFFSL. The MHC is HLA-B53:01 with pseudo-sequence HLA-B53:01. The binding affinity (normalized) is 0.213. (7) The peptide sequence is YTYEAYVRYP. The MHC is Mamu-A02 with pseudo-sequence Mamu-A02. The binding affinity (normalized) is 0.272.